The task is: Regression. Given a peptide amino acid sequence and an MHC pseudo amino acid sequence, predict their binding affinity value. This is MHC class I binding data.. This data is from Peptide-MHC class I binding affinity with 185,985 pairs from IEDB/IMGT. The peptide sequence is AGISSEATTPV. The MHC is Patr-A0901 with pseudo-sequence Patr-A0901. The binding affinity (normalized) is 0.535.